Dataset: Forward reaction prediction with 1.9M reactions from USPTO patents (1976-2016). Task: Predict the product of the given reaction. (1) Given the reactants [CH3:1][C:2]1[C:3]([N+:12]([O-:14])=[O:13])=[C:4]([CH:9]=[CH:10][CH:11]=1)[C:5](OC)=O.[CH3:15][NH:16][CH2:17][CH2:18][NH2:19], predict the reaction product. The product is: [CH3:15][N:16]1[CH2:17][CH2:18][N:19]=[C:5]1[C:4]1[CH:9]=[CH:10][CH:11]=[C:2]([CH3:1])[C:3]=1[N+:12]([O-:14])=[O:13]. (2) Given the reactants [CH:1]([NH:3][C:4]1[CH:9]=[CH:8][CH:7]=[CH:6][C:5]=1[C:10](=[O:43])[CH2:11][N:12]1[C:21](=[O:22])[C:20]2[N:19]([CH2:23][CH:24]=[C:25]([CH3:27])[CH3:26])[C:18]([N:28]3[CH2:33][CH2:32][CH2:31][CH:30]([NH:34]C(OC(C)(C)C)=O)[CH2:29]3)=[N:17][C:16]=2[N:15]([CH3:42])[C:13]1=[O:14])=[O:2].FC(F)(F)C(O)=O.[OH-].[Na+], predict the reaction product. The product is: [CH:1]([NH:3][C:4]1[CH:9]=[CH:8][CH:7]=[CH:6][C:5]=1[C:10](=[O:43])[CH2:11][N:12]1[C:21](=[O:22])[C:20]2[N:19]([CH2:23][CH:24]=[C:25]([CH3:27])[CH3:26])[C:18]([N:28]3[CH2:33][CH2:32][CH2:31][CH:30]([NH2:34])[CH2:29]3)=[N:17][C:16]=2[N:15]([CH3:42])[C:13]1=[O:14])=[O:2].